Dataset: Peptide-MHC class I binding affinity with 185,985 pairs from IEDB/IMGT. Task: Regression. Given a peptide amino acid sequence and an MHC pseudo amino acid sequence, predict their binding affinity value. This is MHC class I binding data. (1) The peptide sequence is RQVVNVITTK. The MHC is HLA-A33:01 with pseudo-sequence HLA-A33:01. The binding affinity (normalized) is 0.0216. (2) The MHC is HLA-A02:01 with pseudo-sequence HLA-A02:01. The binding affinity (normalized) is 0. The peptide sequence is GVIHNSTLQ.